This data is from Forward reaction prediction with 1.9M reactions from USPTO patents (1976-2016). The task is: Predict the product of the given reaction. (1) Given the reactants [Cl:1][C:2]1[N:7]=[C:6](Cl)[C:5]([CH3:9])=[CH:4][N:3]=1.[O:10]([CH3:12])[Na], predict the reaction product. The product is: [Cl:1][C:2]1[N:7]=[C:6]([O:10][CH3:12])[C:5]([CH3:9])=[CH:4][N:3]=1. (2) Given the reactants [CH2:1]([N:8]1[CH2:13][C@H:12]([NH:14]C(OC(C)(C)C)=O)[CH2:11][CH2:10][C@@H:9]1[CH2:22][C:23]([O:25][CH2:26][CH3:27])=[O:24])[C:2]1[CH:7]=[CH:6][CH:5]=[CH:4][CH:3]=1.Cl, predict the reaction product. The product is: [NH2:14][C@H:12]1[CH2:13][N:8]([CH2:1][C:2]2[CH:3]=[CH:4][CH:5]=[CH:6][CH:7]=2)[C@@H:9]([CH2:22][C:23]([O:25][CH2:26][CH3:27])=[O:24])[CH2:10][CH2:11]1. (3) The product is: [F:29][C:17]([F:16])([F:28])[CH2:18][CH2:19][S:20]([CH:23]([CH2:3][CH2:2][C:1]#[CH:6])[C:24]([O:26][CH3:27])=[O:25])(=[O:21])=[O:22]. Given the reactants [C:1]1(C)[CH:6]=CC(S(OCCC#C)(=O)=O)=[CH:3][CH:2]=1.[F:16][C:17]([F:29])([F:28])[CH2:18][CH2:19][S:20]([CH2:23][C:24]([O:26][CH3:27])=[O:25])(=[O:22])=[O:21].[H-].[Na+].Cl, predict the reaction product. (4) The product is: [C:1]([C:3]1[CH:4]=[CH:5][C:6]([O:7][CH2:8][CH:9]([OH:29])[CH2:10][N:11]2[CH2:18][CH:17]3[CH2:19][CH:13]([CH2:14][N:15]([C:20]([NH:22][CH2:23][C:24](=[O:25])[NH:35][CH2:32][CH2:33][CH3:34])=[O:21])[CH2:16]3)[CH2:12]2)=[CH:30][CH:31]=1)#[N:2]. Given the reactants [C:1]([C:3]1[CH:31]=[CH:30][C:6]([O:7][CH2:8][CH:9]([OH:29])[CH2:10][N:11]2[CH2:18][CH:17]3[CH2:19][CH:13]([CH2:14][N:15]([C:20]([NH:22][CH2:23][C:24](OCC)=[O:25])=[O:21])[CH2:16]3)[CH2:12]2)=[CH:5][CH:4]=1)#[N:2].[CH2:32]([NH2:35])[CH2:33][CH3:34].[C-]#N.[Na+], predict the reaction product. (5) Given the reactants Cl.CN(C)CCCN=C=NCC.OC1C=CC=C[N+]=1[O-].[CH3:21][O:22][C:23]1[CH:24]=[C:25]2[C:30](=[CH:31][C:32]=1[O:33][CH3:34])[N:29]=[CH:28][N:27]=[C:26]2[O:35][C:36]1[CH:41]=[CH:40][C:39]([CH2:42][C:43](O)=[O:44])=[CH:38][CH:37]=1.[NH2:46][C:47]1[NH:51][N:50]=[C:49]([CH3:52])[CH:48]=1.C(N(C(C)C)CC)(C)C.CO[C@@H]1[C@@H](C(OC)=O)[C@@H]2[C@@H](CN3[C@H](C2)C2NC4C=C(OC)C=CC=4C=2CC3)C[C@H]1OC(C1C=C(OC)C(OC)=C(OC)C=1)=O, predict the reaction product. The product is: [CH3:52][C:49]1[CH:48]=[C:47]([NH:46][C:43](=[O:44])[CH2:42][C:39]2[CH:38]=[CH:37][C:36]([O:35][C:26]3[C:25]4[C:30](=[CH:31][C:32]([O:33][CH3:34])=[C:23]([O:22][CH3:21])[CH:24]=4)[N:29]=[CH:28][N:27]=3)=[CH:41][CH:40]=2)[NH:51][N:50]=1. (6) The product is: [C:12]([C:9]1[CH:8]=[C:7]([CH2:54][CH2:53][C:52]([NH:23][CH2:24][C:25]2[CH:30]=[CH:29][CH:28]=[C:27]([NH:31][C:32](=[NH:33])[C:34]3[S:35][CH:36]=[CH:37][CH:38]=3)[CH:26]=2)=[O:39])[CH:6]=[C:5]([C:1]([CH3:4])([CH3:3])[CH3:2])[C:10]=1[OH:11])([CH3:15])([CH3:14])[CH3:13]. Given the reactants [C:1]([C:5]1[CH:6]=[C:7](C(C)C(O)=O)[CH:8]=[C:9]([C:12]([CH3:15])([CH3:14])[CH3:13])[C:10]=1[OH:11])([CH3:4])([CH3:3])[CH3:2].Cl.Cl.[NH2:23][CH2:24][C:25]1[CH:26]=[C:27]([NH:31][C:32]([C:34]2[S:35][CH:36]=[CH:37][CH:38]=2)=[NH:33])[CH:28]=[CH:29][CH:30]=1.[OH:39]N1C2C=CC=CC=2N=N1.Cl.CN(C)[CH2:52][CH2:53][CH2:54]N=C=NCC.CCN(CC)CC, predict the reaction product. (7) The product is: [O:15]=[C:13]([N:27]1[CH2:28][CH2:29][CH:24]([O:23][C:20]2[CH:21]=[CH:22][C:17]([CH3:30])=[CH:18][CH:19]=2)[CH2:25][CH2:26]1)[C:12]([NH:11][C:9]1[CH:8]=[CH:7][C:5]2[NH:6][C:2](=[O:1])[S:3][C:4]=2[CH:10]=1)=[O:16]. Given the reactants [O:1]=[C:2]1[NH:6][C:5]2[CH:7]=[CH:8][C:9]([NH:11][C:12](=[O:16])[C:13]([OH:15])=O)=[CH:10][C:4]=2[S:3]1.[C:17]1([CH3:30])[CH:22]=[CH:21][C:20]([O:23][CH:24]2[CH2:29][CH2:28][NH:27][CH2:26][CH2:25]2)=[CH:19][CH:18]=1, predict the reaction product. (8) Given the reactants [C:1]([C:3]1[CH:8]=[CH:7][C:6]([CH:9]([CH3:31])[C:10]([NH:12][CH2:13][C:14]2[C:15]([N:24]3[CH2:29][CH2:28][CH:27]([CH3:30])[CH2:26][CH2:25]3)=[N:16][C:17]([C:20]([F:23])([F:22])[F:21])=[CH:18][CH:19]=2)=[O:11])=[CH:5][C:4]=1[F:32])#[N:2].[BH4-].[Na+], predict the reaction product. The product is: [NH2:2][CH2:1][C:3]1[CH:8]=[CH:7][C:6]([CH:9]([CH3:31])[C:10]([NH:12][CH2:13][C:14]2[C:15]([N:24]3[CH2:29][CH2:28][CH:27]([CH3:30])[CH2:26][CH2:25]3)=[N:16][C:17]([C:20]([F:23])([F:21])[F:22])=[CH:18][CH:19]=2)=[O:11])=[CH:5][C:4]=1[F:32]. (9) Given the reactants C(OC([N:8]1[CH2:14][CH2:13][C:12]2[C:15]([S:20][C:21](=O)N(C)C)=[C:16]([Cl:19])[CH:17]=[CH:18][C:11]=2[CH2:10][CH2:9]1)=O)(C)(C)C.BrC[CH:28]1[CH2:33][CH2:32][CH2:31][CH2:30][O:29]1, predict the reaction product. The product is: [ClH:19].[Cl:19][C:16]1[CH:17]=[CH:18][C:11]2[CH2:10][CH2:9][NH:8][CH2:14][CH2:13][C:12]=2[C:15]=1[S:20][CH2:21][CH:28]1[CH2:33][CH2:32][CH2:31][CH2:30][O:29]1.